From a dataset of Full USPTO retrosynthesis dataset with 1.9M reactions from patents (1976-2016). Predict the reactants needed to synthesize the given product. (1) Given the product [F:1][C:2]1[C:7]2[C:8]([C:18](=[O:21])[NH:19][CH3:20])=[C:9]([C:11]3[CH:16]=[CH:15][C:14]([F:17])=[CH:13][CH:12]=3)[O:10][C:6]=2[CH:5]=[CH:4][C:3]=1[C:22]1[CH:23]=[C:24]([CH:28]=[CH:29][C:30]=1[CH3:31])[C:25]([NH:33][C:34]1([C:45]2[N:46]=[CH:47][CH:48]=[CH:49][N:50]=2)[CH2:35][N:36]([C:38]([O:40][C:41]([CH3:44])([CH3:43])[CH3:42])=[O:39])[CH2:37]1)=[O:26], predict the reactants needed to synthesize it. The reactants are: [F:1][C:2]1[C:7]2[C:8]([C:18](=[O:21])[NH:19][CH3:20])=[C:9]([C:11]3[CH:16]=[CH:15][C:14]([F:17])=[CH:13][CH:12]=3)[O:10][C:6]=2[CH:5]=[CH:4][C:3]=1[C:22]1[CH:23]=[C:24]([CH:28]=[CH:29][C:30]=1[CH3:31])[C:25](O)=[O:26].Cl.[NH2:33][C:34]1([C:45]2[N:50]=[CH:49][CH:48]=[CH:47][N:46]=2)[CH2:37][N:36]([C:38]([O:40][C:41]([CH3:44])([CH3:43])[CH3:42])=[O:39])[CH2:35]1.C1CN([P+](ON2N=NC3C=CC=CC2=3)(N2CCCC2)N2CCCC2)CC1.F[P-](F)(F)(F)(F)F.C(N(CC)CC)C. (2) Given the product [I:13][C:14]1[CH:19]=[CH:18][C:17]([N:3]2[CH2:6][CH:5]([N:7]3[CH2:12][CH2:11][O:10][CH2:9][CH2:8]3)[CH2:4]2)=[CH:16][CH:15]=1, predict the reactants needed to synthesize it. The reactants are: Cl.Cl.[NH:3]1[CH2:6][CH:5]([N:7]2[CH2:12][CH2:11][O:10][CH2:9][CH2:8]2)[CH2:4]1.[I:13][C:14]1[CH:19]=[CH:18][C:17](I)=[CH:16][CH:15]=1.[O-]P([O-])([O-])=O.[K+].[K+].[K+].C1C=CC2C(C3C(O)=CC=C4C=3C=CC=C4)=C(O)C=CC=2C=1. (3) The reactants are: [CH3:1][S:2][C:3]1[CH:8]=[CH:7][N:6]=[C:5]([C:9]2[CH:10]=[N:11][C:12]([N:15]3[C:23]4[C:18](=[CH:19][CH:20]=[C:21]([C:24]([OH:26])=O)[CH:22]=4)[C:17]4([CH2:28][CH2:27]4)[CH2:16]3)=[N:13][CH:14]=2)[CH:4]=1.CN(C(ON1N=NC2C=CC=CC1=2)=[N+](C)C)C.[B-](F)(F)(F)F.C[N:52]1[CH2:57][CH2:56][O:55][CH2:54][CH2:53]1.N1CCOCC1. Given the product [CH3:1][S:2][C:3]1[CH:8]=[CH:7][N:6]=[C:5]([C:9]2[CH:10]=[N:11][C:12]([N:15]3[C:23]4[C:18](=[CH:19][CH:20]=[C:21]([C:24]([N:52]5[CH2:57][CH2:56][O:55][CH2:54][CH2:53]5)=[O:26])[CH:22]=4)[C:17]4([CH2:28][CH2:27]4)[CH2:16]3)=[N:13][CH:14]=2)[CH:4]=1, predict the reactants needed to synthesize it. (4) The reactants are: Br[C:2]1[CH:7]=[C:6]([Cl:8])[CH:5]=[CH:4][C:3]=1[CH2:9][CH2:10][O:11][Si:12]([C:15]([CH3:18])([CH3:17])[CH3:16])([CH3:14])[CH3:13].C1C[O:22][CH2:21]C1.[Li]CCCC.CCCCCC.CN(C=O)C. Given the product [Si:12]([O:11][CH2:10][CH2:9][C:3]1[CH:4]=[CH:5][C:6]([Cl:8])=[CH:7][C:2]=1[CH:21]=[O:22])([C:15]([CH3:18])([CH3:17])[CH3:16])([CH3:14])[CH3:13], predict the reactants needed to synthesize it. (5) The reactants are: [C:1]([N:9]1[CH:13]([CH3:14])[CH2:12][N:11](CC2C=CC(OC)=CC=2)[C:10]1=[O:24])(=[O:8])[C:2]1[CH:7]=[CH:6][CH:5]=[CH:4][CH:3]=1. Given the product [C:1]([N:9]1[CH:13]([CH3:14])[CH2:12][NH:11][C:10]1=[O:24])(=[O:8])[C:2]1[CH:3]=[CH:4][CH:5]=[CH:6][CH:7]=1, predict the reactants needed to synthesize it. (6) The reactants are: [CH3:1][C:2]1[N:3]=[C:4]([CH2:7][CH2:8][C:9]([F:12])([F:11])[F:10])[NH:5][CH:6]=1.[OH-].[K+].Cl[C:16]1[C:21]([N+:22]([O-:24])=[O:23])=[CH:20][CH:19]=[C:18]([O:25][CH3:26])[N:17]=1. Given the product [CH3:26][O:25][C:18]1[N:17]=[C:16]([N:5]2[CH:6]=[C:2]([CH3:1])[N:3]=[C:4]2[CH2:7][CH2:8][C:9]([F:12])([F:11])[F:10])[C:21]([N+:22]([O-:24])=[O:23])=[CH:20][CH:19]=1, predict the reactants needed to synthesize it.